Task: Predict the reactants needed to synthesize the given product.. Dataset: Full USPTO retrosynthesis dataset with 1.9M reactions from patents (1976-2016) (1) Given the product [CH3:13][S:14]([NH:1][CH2:2][C:3]1[CH:4]=[CH:5][C:6]([C:7]([O:9][CH3:10])=[O:8])=[CH:11][CH:12]=1)(=[O:16])=[O:15], predict the reactants needed to synthesize it. The reactants are: [NH2:1][CH2:2][C:3]1[CH:12]=[CH:11][C:6]([C:7]([O:9][CH3:10])=[O:8])=[CH:5][CH:4]=1.[CH3:13][S:14](Cl)(=[O:16])=[O:15]. (2) The reactants are: N[C:2]1[C:3]([Cl:8])=[N:4][CH:5]=[CH:6][CH:7]=1.[F:9][C:10]([F:14])([F:13])[CH2:11][OH:12].CS(O)(=O)=O.S([O-])([O-])(=O)=O.[Mg+2].N(OC(C)(C)C)=O.C(=O)(O)[O-].[Na+]. Given the product [Cl:8][C:3]1[C:2]([O:12][CH2:11][C:10]([F:14])([F:13])[F:9])=[CH:7][CH:6]=[CH:5][N:4]=1, predict the reactants needed to synthesize it. (3) The reactants are: [F:1][C:2]1[C:7]([O:8][CH3:9])=[CH:6][C:5]([O:10][CH3:11])=[C:4]([F:12])[C:3]=1[N:13]1[CH2:22][C:21]2[CH:20]=[N:19][C:18]([C:23]3[CH2:28][N:27]([C:29]([O:31][C:32]([CH3:35])([CH3:34])[CH3:33])=[O:30])[CH2:26][CH2:25][CH:24]=3)=[CH:17][C:16]=2[CH2:15][C:14]1=[O:36]. Given the product [F:12][C:4]1[C:5]([O:10][CH3:11])=[CH:6][C:7]([O:8][CH3:9])=[C:2]([F:1])[C:3]=1[N:13]1[CH2:22][C:21]2[CH:20]=[N:19][C:18]([CH:23]3[CH2:24][CH2:25][CH2:26][N:27]([C:29]([O:31][C:32]([CH3:34])([CH3:33])[CH3:35])=[O:30])[CH2:28]3)=[CH:17][C:16]=2[CH2:15][C:14]1=[O:36], predict the reactants needed to synthesize it. (4) Given the product [CH3:1][C:2]1([CH3:29])[C:10]2[CH:9]=[N:8][C:7]([NH:30][CH:31]3[CH2:36][CH2:35][O:34][CH2:33][CH2:32]3)=[N:6][C:5]=2[CH:4]([C:15]([O:17][CH3:18])=[O:16])[N:3]1[C:19]([O:21][CH2:22][C:23]1[CH:28]=[CH:27][CH:26]=[CH:25][CH:24]=1)=[O:20], predict the reactants needed to synthesize it. The reactants are: [CH3:1][C:2]1([CH3:29])[C:10]2[CH:9]=[N:8][C:7](S(C)(=O)=O)=[N:6][C:5]=2[CH:4]([C:15]([O:17][CH3:18])=[O:16])[N:3]1[C:19]([O:21][CH2:22][C:23]1[CH:28]=[CH:27][CH:26]=[CH:25][CH:24]=1)=[O:20].[NH2:30][CH:31]1[CH2:36][CH2:35][O:34][CH2:33][CH2:32]1. (5) Given the product [O:44]=[S:20]1(=[O:19])[CH2:24][CH2:23][CH:22]([NH:25][S:26]([C:29]2[CH:34]=[CH:33][C:32]([C:2]3[CH:7]=[CH:6][N:5]=[C:4]4[NH:8][C:9]([CH2:11][C:12](=[O:18])[N:13]5[CH2:17][CH2:16][CH2:15][CH2:14]5)=[CH:10][C:3]=34)=[CH:31][CH:30]=2)(=[O:27])=[O:28])[CH2:21]1, predict the reactants needed to synthesize it. The reactants are: Br[C:2]1[CH:7]=[CH:6][N:5]=[C:4]2[NH:8][C:9]([CH2:11][C:12](=[O:18])[N:13]3[CH2:17][CH2:16][CH2:15][CH2:14]3)=[CH:10][C:3]=12.[O:19]=[S:20]1(=[O:44])[CH2:24][CH2:23][CH:22]([NH:25][S:26]([C:29]2[CH:34]=[CH:33][C:32](B3OC(C)(C)C(C)(C)O3)=[CH:31][CH:30]=2)(=[O:28])=[O:27])[CH2:21]1.C(=O)([O-])[O-].[Na+].[Na+].